From a dataset of Reaction yield outcomes from USPTO patents with 853,638 reactions. Predict the reaction yield, written as a fraction of the theoretical maximum amount of product (1.0 means a 100% yield; for example, 0.34 means a 34% yield). (1) The reactants are Br[C:2]1[CH:29]=[CH:28][C:5]2[NH:6][C:7]([C@@H:9]3[CH2:21][N:19]4[C:20]5[CH:12]([C@@H:13]([NH:22][C:23](=[O:26])[O:24][CH3:25])[CH2:14][CH2:15][C:16]=5[CH:17]=[CH:18]4)[C:11](=[O:27])[CH2:10]3)=[N:8][C:4]=2[CH:3]=1.[CH3:30][CH:31]([CH3:65])[C@H:32]([NH:60][C:61](=[O:64])[O:62][CH3:63])[C:33](=[O:59])[N:34]1[CH2:38][CH2:37][CH2:36][C@H:35]1[C:39]1[NH:40][C:41]([C:44]2[CH:49]=[CH:48][C:47](B3OC(C)(C)C(C)(C)O3)=[CH:46][CH:45]=2)=[CH:42][N:43]=1.C(=O)(O)[O-].[Na+].C1(C)C=CC=CC=1. The catalyst is O.C(O)C. The product is [CH3:25][O:24][C:23](=[O:26])[NH:22][C@@H:13]1[CH:12]2[C:11](=[O:27])[CH2:10][C@H:9]([C:7]3[NH:6][C:5]4[CH:28]=[C:29]([C:47]5[CH:48]=[CH:49][C:44]([C:41]6[NH:40][C:39]([C@@H:35]7[CH2:36][CH2:37][CH2:38][N:34]7[C:33](=[O:59])[C@@H:32]([NH:60][C:61]([O:62][CH3:63])=[O:64])[CH:31]([CH3:65])[CH3:30])=[N:43][CH:42]=6)=[CH:45][CH:46]=5)[CH:2]=[CH:3][C:4]=4[N:8]=3)[CH2:21][N:19]3[C:20]2=[C:16]([CH:17]=[CH:18]3)[CH2:15][CH2:14]1. The yield is 0.600. (2) The reactants are Br[C:2]1[CH:7]=[CH:6][C:5]([Br:8])=[CH:4][N:3]=1.[C-:9]#[N:10].[C-]#N.[Na+].O. The catalyst is CN(C)C=O. The product is [C:9]([C:2]1[CH:7]=[CH:6][C:5]([Br:8])=[CH:4][N:3]=1)#[N:10]. The yield is 0.700. (3) The reactants are [Br:1]N1C(=O)CCC1=O.[CH3:9][S:10][C:11]1[N:12]=[CH:13][C:14]2[CH:19]=[C:18]([C:20]3[CH:25]=[CH:24][C:23]([C:26]4([NH:30][C:31](=[O:37])[O:32][C:33]([CH3:36])([CH3:35])[CH3:34])[CH2:29][CH2:28][CH2:27]4)=[CH:22][CH:21]=3)[O:17][C:15]=2[N:16]=1. The catalyst is CC#N. The product is [Br:1][C:19]1[C:14]2[CH:13]=[N:12][C:11]([S:10][CH3:9])=[N:16][C:15]=2[O:17][C:18]=1[C:20]1[CH:21]=[CH:22][C:23]([C:26]2([NH:30][C:31](=[O:37])[O:32][C:33]([CH3:34])([CH3:36])[CH3:35])[CH2:27][CH2:28][CH2:29]2)=[CH:24][CH:25]=1. The yield is 0.170. (4) The reactants are [C:1]([O:5][C:6](=[O:17])[CH2:7][C@H:8]([NH2:16])[C:9]1[CH:14]=[CH:13][C:12]([OH:15])=[CH:11][CH:10]=1)([CH3:4])([CH3:3])[CH3:2].O=C1CCC(=O)N1[O:25][C:26]([C@@H:28]1[CH2:33][CH2:32][CH2:31][N:30]([C:34](=[O:50])[CH2:35][CH2:36][CH:37]2[CH2:42][CH2:41][N:40]([C:43]([O:45][C:46]([CH3:49])([CH3:48])[CH3:47])=[O:44])[CH2:39][CH2:38]2)[CH2:29]1)=O.C(N(CC)CC)C.[Cl-].[NH4+]. The catalyst is CN(C)C=O.ClCCl. The product is [C:46]([O:45][C:43]([N:40]1[CH2:39][CH2:38][CH:37]([CH2:36][CH2:35][C:34]([N:30]2[CH2:31][CH2:32][CH2:33][C@@H:28]([C:26](=[O:25])[NH:16][C@H:8]([C:9]3[CH:10]=[CH:11][C:12]([OH:15])=[CH:13][CH:14]=3)[CH2:7][C:6]([O:5][C:1]([CH3:4])([CH3:2])[CH3:3])=[O:17])[CH2:29]2)=[O:50])[CH2:42][CH2:41]1)=[O:44])([CH3:49])([CH3:48])[CH3:47]. The yield is 1.02.